Dataset: Forward reaction prediction with 1.9M reactions from USPTO patents (1976-2016). Task: Predict the product of the given reaction. Given the reactants [F-].C([N+](CCCC)(CCCC)CCCC)CCC.[CH2:19]([C:21]1[CH:26]=[CH:25][C:24]([C:27]2[CH:28]=[C:29]3[C:33](=[CH:34][C:35]=2[C:36]2[CH:41]=[CH:40][C:39]([O:42][CH2:43][C:44]4[CH:49]=[CH:48][CH:47]=[CH:46][CH:45]=4)=[CH:38][CH:37]=2)[N:32](COCC[Si](C)(C)C)[N:31]=[C:30]3[NH:58][C:59](=[O:63])[CH2:60][CH2:61][CH3:62])=[CH:23][CH:22]=1)[CH3:20].C(OCC)(=O)C, predict the reaction product. The product is: [CH2:19]([C:21]1[CH:26]=[CH:25][C:24]([C:27]2[CH:28]=[C:29]3[C:33](=[CH:34][C:35]=2[C:36]2[CH:41]=[CH:40][C:39]([O:42][CH2:43][C:44]4[CH:45]=[CH:46][CH:47]=[CH:48][CH:49]=4)=[CH:38][CH:37]=2)[NH:32][N:31]=[C:30]3[NH:58][C:59](=[O:63])[CH2:60][CH2:61][CH3:62])=[CH:23][CH:22]=1)[CH3:20].